From a dataset of Forward reaction prediction with 1.9M reactions from USPTO patents (1976-2016). Predict the product of the given reaction. Given the reactants [CH3:1][O:2][C:3]1[CH:4]=[CH:5][CH:6]=[C:7]2[C:12]=1[CH:11]=[C:10]([C:13]([O:15][CH2:16][CH3:17])=[O:14])[CH:9]=[C:8]2[OH:18].C([O-])([O-])=O.[Cs+].[Cs+].I[CH2:26][CH3:27].CN(C=O)C, predict the reaction product. The product is: [CH2:26]([O:18][C:8]1[C:7]2[C:12](=[C:3]([O:2][CH3:1])[CH:4]=[CH:5][CH:6]=2)[CH:11]=[C:10]([C:13]([O:15][CH2:16][CH3:17])=[O:14])[CH:9]=1)[CH3:27].